From a dataset of Forward reaction prediction with 1.9M reactions from USPTO patents (1976-2016). Predict the product of the given reaction. (1) Given the reactants [CH2:1]([C:8]1[CH:9]=[N:10][C:11]2[C:16]([C:17]=1[C:18]1[CH:19]=[C:20]([NH2:24])[CH:21]=[CH:22][CH:23]=1)=[CH:15][CH:14]=[CH:13][C:12]=2[C:25]([F:28])([F:27])[F:26])[C:2]1[CH:7]=[CH:6][CH:5]=[CH:4][CH:3]=1.[OH:29][C:30]1[CH:37]=[CH:36][C:35]([OH:38])=[CH:34][C:31]=1[CH:32]=O, predict the reaction product. The product is: [CH2:1]([C:8]1[CH:9]=[N:10][C:11]2[C:16]([C:17]=1[C:18]1[CH:19]=[C:20]([NH:24][CH2:32][C:31]3[CH:34]=[C:35]([OH:38])[CH:36]=[CH:37][C:30]=3[OH:29])[CH:21]=[CH:22][CH:23]=1)=[CH:15][CH:14]=[CH:13][C:12]=2[C:25]([F:28])([F:26])[F:27])[C:2]1[CH:3]=[CH:4][CH:5]=[CH:6][CH:7]=1. (2) Given the reactants [C:1]([O:5][C:6](=[O:15])[NH:7][C:8]1[S:9][C:10]([CH2:13]Cl)=[CH:11][N:12]=1)([CH3:4])([CH3:3])[CH3:2].[P:16]([O:23]CC)([O:20][CH2:21][CH3:22])[O:17][CH2:18][CH3:19], predict the reaction product. The product is: [CH2:18]([O:17][P:16]([CH2:13][C:10]1[S:9][C:8]([NH:7][C:6]([O:5][C:1]([CH3:4])([CH3:3])[CH3:2])=[O:15])=[N:12][CH:11]=1)(=[O:23])[O:20][CH2:21][CH3:22])[CH3:19]. (3) Given the reactants [Cl:1][C:2]1[CH:7]=[C:6]([Cl:8])[CH:5]=[CH:4][C:3]=1[C:9]1[C:30](=[O:31])[N:29]([CH3:32])[C:12]2[N:13]([CH3:28])[C:14]3[C:19]([C:11]=2[CH:10]=1)=[CH:18][C:17]([C:20]1[CH:24]=[CH:23][N:22]([CH2:25][CH2:26][OH:27])[N:21]=1)=[CH:16][CH:15]=3.Cl[CH2:34][CH2:35][N:36]1[CH2:40][CH2:39][CH2:38][CH2:37]1, predict the reaction product. The product is: [Cl:1][C:2]1[CH:7]=[C:6]([Cl:8])[CH:5]=[CH:4][C:3]=1[C:9]1[C:30](=[O:31])[N:29]([CH3:32])[C:12]2[N:13]([CH3:28])[C:14]3[C:19]([C:11]=2[CH:10]=1)=[CH:18][C:17]([C:20]1[CH:24]=[CH:23][N:22]([CH2:25][CH2:26][O:27][CH2:34][CH2:35][N:36]2[CH2:40][CH2:39][CH2:38][CH2:37]2)[N:21]=1)=[CH:16][CH:15]=3. (4) Given the reactants [CH:1]1([C:4]2[NH:8][C:7]3[C:9]([C:14]([OH:16])=O)=[CH:10][CH:11]=[C:12]([OH:13])[C:6]=3[N:5]=2)[CH2:3][CH2:2]1.[NH2:17][C@H:18]1[CH2:23][CH2:22][CH2:21][N:20](C(OC(C)(C)C)=O)[CH2:19]1, predict the reaction product. The product is: [CH:1]1([C:4]2[NH:8][C:7]3[C:9]([C:14]([NH:17][C@H:18]4[CH2:23][CH2:22][CH2:21][NH:20][CH2:19]4)=[O:16])=[CH:10][CH:11]=[C:12]([OH:13])[C:6]=3[N:5]=2)[CH2:2][CH2:3]1. (5) Given the reactants C(OC(=O)[NH:7][C:8]1[CH:13]=[CH:12][C:11]([C:14]#[C:15][C:16]2[CH:21]=[CH:20][CH:19]=[CH:18][CH:17]=2)=[CH:10][C:9]=1[NH:22][C:23](=[O:40])[CH2:24][C:25]([C:27]1[CH:32]=[CH:31][CH:30]=[C:29]([N:33]2[CH:37]=[C:36]([CH3:38])[N:35]=[C:34]2[CH3:39])[CH:28]=1)=O)(C)(C)C.C(O)(C(F)(F)F)=O, predict the reaction product. The product is: [CH3:39][C:34]1[N:33]([C:29]2[CH:28]=[C:27]([C:25]3[CH2:24][C:23](=[O:40])[NH:22][C:9]4[CH:10]=[C:11]([C:14]#[C:15][C:16]5[CH:21]=[CH:20][CH:19]=[CH:18][CH:17]=5)[CH:12]=[CH:13][C:8]=4[N:7]=3)[CH:32]=[CH:31][CH:30]=2)[CH:37]=[C:36]([CH3:38])[N:35]=1. (6) Given the reactants [OH:1][CH2:2][C:3]1[CH:8]=[CH:7][C:6]([OH:9])=[C:5]([N+:10]([O-:12])=[O:11])[CH:4]=1.C(=O)([O-])[O-].[Cs+].[Cs+].[CH3:19][O:20][C:21]1[CH:28]=[CH:27][C:24]([CH2:25]Cl)=[CH:23][CH:22]=1, predict the reaction product. The product is: [CH3:19][O:20][C:21]1[CH:28]=[CH:27][C:24]([CH2:25][O:9][C:6]2[CH:7]=[CH:8][C:3]([CH2:2][OH:1])=[CH:4][C:5]=2[N+:10]([O-:12])=[O:11])=[CH:23][CH:22]=1. (7) Given the reactants [CH:1]1[CH:6]=[CH:5][CH:4]=[CH:3][CH:2]=1, predict the reaction product. The product is: [CH:1]1([C:1]2[CH:6]=[CH:5][CH:4]=[CH:3][CH:2]=2)[CH2:6][CH2:5][CH2:4][CH2:3][CH2:2]1.